Dataset: Full USPTO retrosynthesis dataset with 1.9M reactions from patents (1976-2016). Task: Predict the reactants needed to synthesize the given product. (1) Given the product [Br:1][C:2]1[CH:3]=[CH:4][C:5]([O:28][CH3:29])=[C:6]2[C:7]=1[CH:32]([C:31]([OH:35])=[O:34])[N:10]([S:11]([C:14]1[CH:15]=[CH:16][C:17]([O:20][C:21]3[CH:26]=[CH:25][C:24]([F:27])=[CH:23][CH:22]=3)=[CH:18][CH:19]=1)(=[O:13])=[O:12])[CH2:9][CH2:8]2, predict the reactants needed to synthesize it. The reactants are: [Br:1][C:2]1[CH:3]=[CH:4][C:5]([O:28][CH3:29])=[C:6]([CH2:8][CH2:9][NH:10][S:11]([C:14]2[CH:19]=[CH:18][C:17]([O:20][C:21]3[CH:26]=[CH:25][C:24]([F:27])=[CH:23][CH:22]=3)=[CH:16][CH:15]=2)(=[O:13])=[O:12])[CH:7]=1.O.[C:31]([OH:35])(=[O:34])[CH:32]=O. (2) Given the product [I:1][CH2:28][C@@H:29]1[CH2:33][CH2:32][N:31]([C:34]([O:36][C:37]([CH3:40])([CH3:39])[CH3:38])=[O:35])[CH2:30]1, predict the reactants needed to synthesize it. The reactants are: [I:1]I.N1C=CN=C1.C1(P(C2C=CC=CC=2)C2C=CC=CC=2)C=CC=CC=1.O[CH2:28][C@@H:29]1[CH2:33][CH2:32][N:31]([C:34]([O:36][C:37]([CH3:40])([CH3:39])[CH3:38])=[O:35])[CH2:30]1.